Task: Predict the reactants needed to synthesize the given product.. Dataset: Full USPTO retrosynthesis dataset with 1.9M reactions from patents (1976-2016) (1) Given the product [CH3:13][C:7]1[N:6]([C:14]2[CH:19]=[CH:18][CH:17]=[CH:16][CH:15]=2)[C:5]2[C:3](=[O:4])[NH:23][CH:22]=[N:10][C:9]=2[C:8]=1[C:11]#[N:12], predict the reactants needed to synthesize it. The reactants are: CO[C:3]([C:5]1[N:6]([C:14]2[CH:19]=[CH:18][CH:17]=[CH:16][CH:15]=2)[C:7]([CH3:13])=[C:8]([C:11]#[N:12])[C:9]=1[NH2:10])=[O:4].CO[CH:22](OC)[N:23](C)C.ClCCl. (2) Given the product [Si:11]([O:10][CH:9]1[CH:4]([NH:1][C:38](=[O:39])[O:37][C:34]([CH3:36])([CH3:35])[CH3:33])[CH:5]=[C:6]([C:18]2[CH:23]=[CH:22][N:21]=[CH:20][C:19]=2[N+:24]([O-:26])=[O:25])[CH2:7][CH2:8]1)([C:14]([CH3:17])([CH3:16])[CH3:15])([CH3:13])[CH3:12], predict the reactants needed to synthesize it. The reactants are: [N:1]([CH:4]1[CH:9]([O:10][Si:11]([C:14]([CH3:17])([CH3:16])[CH3:15])([CH3:13])[CH3:12])[CH2:8][CH2:7][C:6]([C:18]2[CH:23]=[CH:22][N:21]=[CH:20][C:19]=2[N+:24]([O-:26])=[O:25])=[CH:5]1)=[N+]=[N-].[OH-].[NH4+].P(C)(C)C.[CH3:33][C:34]([O:37][C:38](O[C:38]([O:37][C:34]([CH3:36])([CH3:35])[CH3:33])=[O:39])=[O:39])([CH3:36])[CH3:35]. (3) The reactants are: [C:1](SSC(C)(C)C)(C)(C)C.II.[S:13]([CH:37]([CH2:55]N=[N+]=[N-])[CH2:38][C@H](NC(OC(C)(C)C)=O)C(OC(C)(C)C)=O)[S:14][CH:15]([CH2:33][N:34]=[N+:35]=[N-:36])[CH2:16][C@H:17]([NH:25][C:26]([O:28][C:29]([CH3:32])([CH3:31])[CH3:30])=[O:27])[C:18]([O:20][C:21]([CH3:24])([CH3:23])[CH3:22])=[O:19]. Given the product [C:21]([O:20][C:18](=[O:19])[C@@H:17]([NH:25][C:26]([O:28][C:29]([CH3:32])([CH3:30])[CH3:31])=[O:27])[CH2:16][CH:15]([S:14][S:13][C:37]([CH3:1])([CH3:55])[CH3:38])[CH2:33][N:34]=[N+:35]=[N-:36])([CH3:23])([CH3:24])[CH3:22], predict the reactants needed to synthesize it. (4) Given the product [CH2:1]([N:8]1[CH2:15][C:16]2[N:17]=[CH:18][C:19]([N:23]([CH3:28])[CH:24]([CH3:27])[CH2:25][CH3:26])=[N:20][C:21]=2[O:14][C@@H:10]([CH2:11][O:12][CH3:13])[CH2:9]1)[C:2]1[CH:7]=[CH:6][CH:5]=[CH:4][CH:3]=1, predict the reactants needed to synthesize it. The reactants are: [CH2:1]([N:8]([CH2:15][C:16]1[C:21](Cl)=[N:20][C:19]([N:23]([CH3:28])[CH:24]([CH3:27])[CH2:25][CH3:26])=[CH:18][N:17]=1)[CH2:9][C@@H:10]([OH:14])[CH2:11][O:12][CH3:13])[C:2]1[CH:7]=[CH:6][CH:5]=[CH:4][CH:3]=1.CC(C)([O-])C.[K+].O.